From a dataset of Forward reaction prediction with 1.9M reactions from USPTO patents (1976-2016). Predict the product of the given reaction. (1) Given the reactants NC1N=C([N:8]2[CH2:30][CH2:29][C:11]3([CH2:15][N:14]([C:16]([O:18][CH2:19][C:20]4[CH:25]=[CH:24][CH:23]=[CH:22][CH:21]=4)=[O:17])[C@H:13]([C:26]([OH:28])=[O:27])[CH2:12]3)[CH2:10][CH2:9]2)C=C(O[C@H](C2C=CC(Br)=CC=2)C(F)(F)F)N=1.C([O-])([O-])=O.[Na+].[Na+].COC1C=C(B(O)O)C=CC=1, predict the reaction product. The product is: [CH2:19]([O:18][C:16]([N:14]1[CH:13]([C:26]([OH:28])=[O:27])[CH2:12][C:11]2([CH2:29][CH2:30][NH:8][CH2:9][CH2:10]2)[CH2:15]1)=[O:17])[C:20]1[CH:21]=[CH:22][CH:23]=[CH:24][CH:25]=1. (2) Given the reactants [NH2:1][C@H:2]([C@H:8]([C:10]1[CH:15]=[CH:14][C:13]([S:16]([CH3:19])(=[O:18])=[O:17])=[CH:12][CH:11]=1)[OH:9])[C:3]([O:5][CH2:6][CH3:7])=[O:4].C(N(CC)CC)C.[Cl:27][CH:28]([Cl:32])[C:29](Cl)=[O:30].C(Cl)Cl, predict the reaction product. The product is: [Cl:27][CH:28]([Cl:32])[C:29]([NH:1][C@H:2]([C@H:8]([C:10]1[CH:11]=[CH:12][C:13]([S:16]([CH3:19])(=[O:18])=[O:17])=[CH:14][CH:15]=1)[OH:9])[C:3]([O:5][CH2:6][CH3:7])=[O:4])=[O:30]. (3) Given the reactants [CH2:1]([O:8][C:9]1[C:14]([CH3:15])=[CH:13][C:12]([OH:16])=[C:11]([O:17][CH3:18])[C:10]=1[O:19][CH3:20])[C:2]1[CH:7]=[CH:6][CH:5]=[CH:4][CH:3]=1.C(=O)([O-])[O-].[K+].[K+].Cl[CH2:28][CH:29]1[CH2:31][O:30]1, predict the reaction product. The product is: [CH2:1]([O:8][C:9]1[C:14]([CH3:15])=[CH:13][C:12]([O:16][CH2:28][CH:29]2[O:30][CH2:31]2)=[C:11]([O:17][CH3:18])[C:10]=1[O:19][CH3:20])[C:2]1[CH:3]=[CH:4][CH:5]=[CH:6][CH:7]=1. (4) Given the reactants [C:1]1([CH2:7][CH2:8][NH:9][C:10]2[S:11][CH:12]=[C:13]([C:15]3[CH:20]=[CH:19][C:18]([C:21]([F:24])([F:23])[F:22])=[CH:17][CH:16]=3)[N:14]=2)[CH:6]=[CH:5][CH:4]=[CH:3][CH:2]=1.[H-].[Na+].Cl[CH2:28][C:29]1[CH:50]=[CH:49][C:32]([CH2:33][O:34][C:35]2[CH:40]=[CH:39][C:38]([CH2:41][CH2:42][C:43]([O:45][CH2:46][CH3:47])=[O:44])=[C:37]([F:48])[CH:36]=2)=[CH:31][CH:30]=1.Cl, predict the reaction product. The product is: [F:48][C:37]1[CH:36]=[C:35]([O:34][CH2:33][C:32]2[CH:49]=[CH:50][C:29]([CH2:28][N:9]([CH2:8][CH2:7][C:1]3[CH:6]=[CH:5][CH:4]=[CH:3][CH:2]=3)[C:10]3[S:11][CH:12]=[C:13]([C:15]4[CH:16]=[CH:17][C:18]([C:21]([F:23])([F:24])[F:22])=[CH:19][CH:20]=4)[N:14]=3)=[CH:30][CH:31]=2)[CH:40]=[CH:39][C:38]=1[CH2:41][CH2:42][C:43]([O:45][CH2:46][CH3:47])=[O:44]. (5) Given the reactants [NH2:1][C:2]1[CH:9]=[CH:8][C:5]([C:6]#[N:7])=[CH:4][CH:3]=1.[CH3:10][CH:11]1[CH2:16][C:15](=[O:17])[O:14][C:13](=[O:18])[CH2:12]1, predict the reaction product. The product is: [C:6]([C:5]1[CH:8]=[CH:9][C:2]([NH:1][C:15](=[O:17])[CH2:16][CH:11]([CH3:10])[CH2:12][C:13]([OH:18])=[O:14])=[CH:3][CH:4]=1)#[N:7]. (6) Given the reactants Cl[C:2]1[N:7]=[N:6][C:5]([N:8]2[C:12](=[O:13])[CH:11]=[C:10]([CH3:14])[NH:9]2)=[CH:4][CH:3]=1.[F:15][C:16]([F:27])([F:26])[O:17][C:18]1[CH:23]=[CH:22][C:21]([CH2:24][OH:25])=[CH:20][CH:19]=1.CC([O-])(C)C.[K+], predict the reaction product. The product is: [CH3:14][C:10]1[NH:9][N:8]([C:5]2[N:6]=[N:7][C:2]([O:25][CH2:24][C:21]3[CH:22]=[CH:23][C:18]([O:17][C:16]([F:15])([F:26])[F:27])=[CH:19][CH:20]=3)=[CH:3][CH:4]=2)[C:12](=[O:13])[CH:11]=1. (7) The product is: [NH2:1][C:2]1[C:11]2[C:6](=[CH:7][C:8]([F:21])=[C:9]([O:12][C:13]3[C:14]([CH3:20])=[CH:15][CH:16]=[CH:17][C:18]=3[CH3:19])[CH:10]=2)[N:5]=[C:4]([N:22]2[CH:26]=[C:25]([C:27]([OH:29])=[O:28])[CH:24]=[N:23]2)[N:3]=1. Given the reactants [NH2:1][C:2]1[C:11]2[C:6](=[CH:7][C:8]([F:21])=[C:9]([O:12][C:13]3[C:18]([CH3:19])=[CH:17][CH:16]=[CH:15][C:14]=3[CH3:20])[CH:10]=2)[N:5]=[C:4]([N:22]2[CH:26]=[C:25]([C:27]([O:29]CC)=[O:28])[CH:24]=[N:23]2)[N:3]=1.[Li+].[OH-].Cl, predict the reaction product.